From a dataset of Catalyst prediction with 721,799 reactions and 888 catalyst types from USPTO. Predict which catalyst facilitates the given reaction. (1) Reactant: O.[N+:2]([C:5]1[CH:10]=[CH:9][C:8]([N:11]2[CH2:16][CH2:15][N:14]([C:17]3[CH:24]=[CH:23][C:20]([CH:21]=O)=[CH:19][CH:18]=3)[CH2:13][CH2:12]2)=[CH:7][CH:6]=1)([O-:4])=[O:3].[NH:25]1[CH2:30][CH2:29][O:28][CH2:27][CH2:26]1.C([BH3-])#N.[Na+]. Product: [N+:2]([C:5]1[CH:6]=[CH:7][C:8]([N:11]2[CH2:12][CH2:13][N:14]([C:17]3[CH:24]=[CH:23][C:20]([CH2:21][N:25]4[CH2:30][CH2:29][O:28][CH2:27][CH2:26]4)=[CH:19][CH:18]=3)[CH2:15][CH2:16]2)=[CH:9][CH:10]=1)([O-:4])=[O:3]. The catalyst class is: 506. (2) Reactant: [C:1]1(=[O:7])[CH2:6][CH2:5][CH2:4][CH2:3][CH2:2]1.[CH:8](OCC)=[O:9].[O-]CC.[Na+:16]. Product: [O:7]=[C:1]1[CH2:6][CH2:5][CH2:4][CH2:3][C:2]1=[CH:8][O-:9].[Na+:16]. The catalyst class is: 27. (3) Reactant: [N+](C1C=CC(C[O:9][C:10]2[N:15]=[CH:14][N:13]=[C:12]([O:16][C:17]3[CH:22]=[CH:21][CH:20]=[CH:19][C:18]=3/[C:23](=[CH:28]\[O:29][CH3:30])/[C:24]([O:26][CH3:27])=[O:25])[CH:11]=2)=CC=1)([O-])=O.[H][H].C(OCC)(=O)C.CCCCCC. Product: [OH:9][C:10]1[N:15]=[CH:14][N:13]=[C:12]([O:16][C:17]2[CH:22]=[CH:21][CH:20]=[CH:19][C:18]=2/[C:23](=[CH:28]\[O:29][CH3:30])/[C:24]([O:26][CH3:27])=[O:25])[CH:11]=1. The catalyst class is: 29. (4) Reactant: [CH2:1]([C:3]1[O:7][C:6]([C:8]2[CH:9]=[N:10][NH:11][C:12]=2[NH2:13])=[N:5][CH:4]=1)[CH3:2].[O:14]1[C:18]2[CH:19]=[CH:20][C:21]([C:23](=O)[CH2:24][C:25](OCC)=[O:26])=[CH:22][C:17]=2[O:16][CH2:15]1.CC1C=CC(S(O)(=O)=O)=CC=1. Product: [O:14]1[C:18]2[CH:19]=[CH:20][C:21]([C:23]3[NH:13][C:12]4[N:11]([N:10]=[CH:9][C:8]=4[C:6]4[O:7][C:3]([CH2:1][CH3:2])=[CH:4][N:5]=4)[C:25](=[O:26])[CH:24]=3)=[CH:22][C:17]=2[O:16][CH2:15]1. The catalyst class is: 114. (5) Reactant: [H-].C([Al+]CC(C)C)C(C)C.C[O:12][C:13](=O)[CH:14]=[CH:15][C:16]1[CH:21]=[C:20]([F:22])[CH:19]=[C:18]([F:23])[CH:17]=1.Cl. Product: [F:22][C:20]1[CH:21]=[C:16](/[CH:15]=[CH:14]/[CH2:13][OH:12])[CH:17]=[C:18]([F:23])[CH:19]=1. The catalyst class is: 93. (6) Reactant: [C:1]([O:5][C:6]([NH:8][C@H:9]1[CH2:14][CH2:13][CH2:12][CH2:11][C@H:10]1[NH:15][C:16]1[N:21]=[C:20]([CH:22]=O)[C:19]([C:24](OC)=[O:25])=[C:18]([C:28]2[CH:29]=[N:30][N:31]([CH3:33])[CH:32]=2)[N:17]=1)=[O:7])([CH3:4])([CH3:3])[CH3:2].[CH3:34][O:35][C:36]1[CH:41]=[C:40]([O:42][CH3:43])[CH:39]=[CH:38][C:37]=1[CH2:44][NH2:45].C([O-])(=O)C.[Na+].C([BH3-])#N.[Na+]. Product: [CH3:34][O:35][C:36]1[CH:41]=[C:40]([O:42][CH3:43])[CH:39]=[CH:38][C:37]=1[CH2:44][N:45]1[C:24](=[O:25])[C:19]2[C:18]([C:28]3[CH:29]=[N:30][N:31]([CH3:33])[CH:32]=3)=[N:17][C:16]([NH:15][C@@H:10]3[CH2:11][CH2:12][CH2:13][CH2:14][C@@H:9]3[NH:8][C:6](=[O:7])[O:5][C:1]([CH3:3])([CH3:2])[CH3:4])=[N:21][C:20]=2[CH2:22]1. The catalyst class is: 61.